This data is from Catalyst prediction with 721,799 reactions and 888 catalyst types from USPTO. The task is: Predict which catalyst facilitates the given reaction. (1) Reactant: [Br:1][C:2]1[C:3]([C:15]([OH:17])=[O:16])=[C:4]([C:7](=[O:14])[C:8]2[CH:13]=[CH:12][N:11]=[CH:10][CH:9]=2)[S:5][CH:6]=1.[CH2:18](I)[CH3:19].C([O-])([O-])=O.[Cs+].[Cs+]. Product: [Br:1][C:2]1[C:3]([C:15]([O:17][CH2:18][CH3:19])=[O:16])=[C:4]([C:7](=[O:14])[C:8]2[CH:9]=[CH:10][N:11]=[CH:12][CH:13]=2)[S:5][CH:6]=1. The catalyst class is: 23. (2) Reactant: [C:1](Cl)(=[O:3])[CH3:2].[Br:5][C:6]1[N:10]2[N:11]=[C:12]([NH:15][CH2:16][CH2:17][CH2:18][NH:19][CH:20]([CH3:22])[CH3:21])[CH:13]=[CH:14][C:9]2=[N:8][CH:7]=1. Product: [Br:5][C:6]1[N:10]2[N:11]=[C:12]([NH:15][CH2:16][CH2:17][CH2:18][N:19]([CH:20]([CH3:22])[CH3:21])[C:1](=[O:3])[CH3:2])[CH:13]=[CH:14][C:9]2=[N:8][CH:7]=1. The catalyst class is: 17. (3) Reactant: [CH3:1][O:2][C:3]([C:5]1[CH:13]=[C:12]2[C:8]([C:9]([CH:15]3[CH2:20][CH2:19][CH2:18][CH2:17][CH2:16]3)=[C:10](Br)[NH:11]2)=[CH:7][CH:6]=1)=[O:4].N1C2C(=CC=C(C(OC)=O)C=2)C=C1.[CH3:34][O:35][C:36]1[CH:41]=[CH:40][C:39](B(O)O)=[C:38]([CH2:45][O:46][Si:47]([CH:54]([CH3:56])[CH3:55])([CH:51]([CH3:53])[CH3:52])[CH:48]([CH3:50])[CH3:49])[CH:37]=1.C([O-])([O-])=O.[Na+].[Na+]. The catalyst class is: 184. Product: [CH:15]1([C:9]2[C:8]3[C:12](=[CH:13][C:5]([C:3]([O:2][CH3:1])=[O:4])=[CH:6][CH:7]=3)[NH:11][C:10]=2[C:39]2[CH:40]=[CH:41][C:36]([O:35][CH3:34])=[CH:37][C:38]=2[CH2:45][O:46][Si:47]([CH:48]([CH3:50])[CH3:49])([CH:54]([CH3:56])[CH3:55])[CH:51]([CH3:53])[CH3:52])[CH2:20][CH2:19][CH2:18][CH2:17][CH2:16]1.